This data is from NCI-60 drug combinations with 297,098 pairs across 59 cell lines. The task is: Regression. Given two drug SMILES strings and cell line genomic features, predict the synergy score measuring deviation from expected non-interaction effect. (1) Drug 1: CC12CCC3C(C1CCC2=O)CC(=C)C4=CC(=O)C=CC34C. Drug 2: C1CC(=O)NC(=O)C1N2C(=O)C3=CC=CC=C3C2=O. Cell line: SF-295. Synergy scores: CSS=33.7, Synergy_ZIP=-11.0, Synergy_Bliss=-7.62, Synergy_Loewe=-12.4, Synergy_HSA=-7.64. (2) Cell line: MOLT-4. Drug 2: CC1=C(C(=CC=C1)Cl)NC(=O)C2=CN=C(S2)NC3=CC(=NC(=N3)C)N4CCN(CC4)CCO. Synergy scores: CSS=35.0, Synergy_ZIP=-0.415, Synergy_Bliss=6.75, Synergy_Loewe=7.30, Synergy_HSA=7.48. Drug 1: COC1=C(C=C2C(=C1)N=CN=C2NC3=CC(=C(C=C3)F)Cl)OCCCN4CCOCC4. (3) Cell line: HL-60(TB). Drug 2: CC1CCC2CC(C(=CC=CC=CC(CC(C(=O)C(C(C(=CC(C(=O)CC(OC(=O)C3CCCCN3C(=O)C(=O)C1(O2)O)C(C)CC4CCC(C(C4)OC)OCCO)C)C)O)OC)C)C)C)OC. Drug 1: CC1=C(C=C(C=C1)NC2=NC=CC(=N2)N(C)C3=CC4=NN(C(=C4C=C3)C)C)S(=O)(=O)N.Cl. Synergy scores: CSS=-20.6, Synergy_ZIP=7.68, Synergy_Bliss=-4.44, Synergy_Loewe=-42.9, Synergy_HSA=-26.2. (4) Drug 1: CS(=O)(=O)CCNCC1=CC=C(O1)C2=CC3=C(C=C2)N=CN=C3NC4=CC(=C(C=C4)OCC5=CC(=CC=C5)F)Cl. Drug 2: C#CCC(CC1=CN=C2C(=N1)C(=NC(=N2)N)N)C3=CC=C(C=C3)C(=O)NC(CCC(=O)O)C(=O)O. Cell line: SK-MEL-5. Synergy scores: CSS=38.4, Synergy_ZIP=-3.25, Synergy_Bliss=-5.35, Synergy_Loewe=-26.5, Synergy_HSA=-4.37. (5) Drug 1: CC12CCC3C(C1CCC2=O)CC(=C)C4=CC(=O)C=CC34C. Drug 2: CCN(CC)CCNC(=O)C1=C(NC(=C1C)C=C2C3=C(C=CC(=C3)F)NC2=O)C. Cell line: SN12C. Synergy scores: CSS=35.0, Synergy_ZIP=-1.43, Synergy_Bliss=-1.77, Synergy_Loewe=-0.589, Synergy_HSA=-0.246. (6) Drug 1: C1=CC(=CC=C1CCC2=CNC3=C2C(=O)NC(=N3)N)C(=O)NC(CCC(=O)O)C(=O)O. Drug 2: C1=NC2=C(N=C(N=C2N1C3C(C(C(O3)CO)O)F)Cl)N. Cell line: HL-60(TB). Synergy scores: CSS=92.8, Synergy_ZIP=5.31, Synergy_Bliss=4.93, Synergy_Loewe=2.40, Synergy_HSA=7.68. (7) Drug 1: C1CN1C2=NC(=NC(=N2)N3CC3)N4CC4. Drug 2: CCC1(C2=C(COC1=O)C(=O)N3CC4=CC5=C(C=CC(=C5CN(C)C)O)N=C4C3=C2)O.Cl. Cell line: CAKI-1. Synergy scores: CSS=52.8, Synergy_ZIP=-2.28, Synergy_Bliss=-2.18, Synergy_Loewe=-0.654, Synergy_HSA=3.86. (8) Drug 1: C1=C(C(=O)NC(=O)N1)F. Drug 2: C1=NC2=C(N=C(N=C2N1C3C(C(C(O3)CO)O)F)Cl)N. Cell line: HOP-92. Synergy scores: CSS=41.3, Synergy_ZIP=-5.31, Synergy_Bliss=-6.64, Synergy_Loewe=0.317, Synergy_HSA=2.45. (9) Drug 1: CC1=CC=C(C=C1)C2=CC(=NN2C3=CC=C(C=C3)S(=O)(=O)N)C(F)(F)F. Drug 2: C1C(C(OC1N2C=C(C(=O)NC2=O)F)CO)O. Cell line: SR. Synergy scores: CSS=40.3, Synergy_ZIP=-1.01, Synergy_Bliss=-0.579, Synergy_Loewe=-11.5, Synergy_HSA=2.28. (10) Drug 1: CCC1(CC2CC(C3=C(CCN(C2)C1)C4=CC=CC=C4N3)(C5=C(C=C6C(=C5)C78CCN9C7C(C=CC9)(C(C(C8N6C=O)(C(=O)OC)O)OC(=O)C)CC)OC)C(=O)OC)O.OS(=O)(=O)O. Drug 2: C1=NC2=C(N=C(N=C2N1C3C(C(C(O3)CO)O)O)F)N. Cell line: MOLT-4. Synergy scores: CSS=97.8, Synergy_ZIP=-2.29, Synergy_Bliss=-1.10, Synergy_Loewe=0.594, Synergy_HSA=1.30.